This data is from Reaction yield outcomes from USPTO patents with 853,638 reactions. The task is: Predict the reaction yield, written as a fraction of the theoretical maximum amount of product (1.0 means a 100% yield; for example, 0.34 means a 34% yield). (1) The reactants are [CH:1]1[CH:6]=[CH:5][C:4]([C:7]2[C:12]([N:13]=[C:14]=[O:15])=[CH:11][CH:10]=[CH:9][CH:8]=2)=[CH:3][CH:2]=1.Cl.[N:17]12[CH2:24][CH2:23][CH:20]([CH2:21][CH2:22]1)[C@@H:19](O)[CH2:18]2.CN(C)C=[O:29]. The catalyst is C(OCC)(=O)C. The product is [N:17]12[CH2:18][CH:19]([CH2:21][CH2:22]1)[C@H:20]([O:15][C:14](=[O:29])[NH:13][C:12]1[CH:11]=[CH:10][CH:9]=[CH:8][C:7]=1[C:4]1[CH:3]=[CH:2][CH:1]=[CH:6][CH:5]=1)[CH2:23][CH2:24]2. The yield is 0.990. (2) The yield is 0.370. The catalyst is C1(C)C(C)=CC=CC=1. The reactants are [CH2:1]([C:5]1([Li])[C:9]([CH3:10])=[C:8]([CH3:11])[C:7]([CH3:12])=[C:6]1[CH3:13])[CH:2]([CH3:4])[CH3:3].[Cl-:15].[Cl-].[Cl-].[Cl-].[Hf+4:19]. The product is [Cl-:15].[Cl-:15].[CH2:1]([C:5]1([Hf+2:19][C:5]2([CH2:1][CH:2]([CH3:4])[CH3:3])[C:9]([CH3:10])=[C:8]([CH3:11])[C:7]([CH3:12])=[C:6]2[CH3:13])[C:9]([CH3:10])=[C:8]([CH3:11])[C:7]([CH3:12])=[C:6]1[CH3:13])[CH:2]([CH3:4])[CH3:3]. (3) The reactants are [Cl:1][C:2]1[CH:3]=[C:4]([O:29][CH3:30])[C:5]([O:27][CH3:28])=[C:6]([CH:8]([NH:10][C:11]2[CH:12]=[C:13]([N:21]3[CH2:25][CH2:24][C@@H:23]([NH2:26])[CH2:22]3)[CH:14]=[CH:15][C:16]=2[S:17]([CH3:20])(=[O:19])=[O:18])[CH3:9])[CH:7]=1.Cl. The catalyst is ClCCl.C(OCC)C. The product is [ClH:1].[Cl:1][C:2]1[CH:3]=[C:4]([O:29][CH3:30])[C:5]([O:27][CH3:28])=[C:6]([CH:8]([NH:10][C:11]2[CH:12]=[C:13]([N:21]3[CH2:25][CH2:24][C@@H:23]([NH2:26])[CH2:22]3)[CH:14]=[CH:15][C:16]=2[S:17]([CH3:20])(=[O:19])=[O:18])[CH3:9])[CH:7]=1. The yield is 0.930.